The task is: Predict the product of the given reaction.. This data is from Forward reaction prediction with 1.9M reactions from USPTO patents (1976-2016). (1) Given the reactants [F:1][C:2]1[CH:3]=[CH:4][C:5]([O:28][CH3:29])=[C:6]([C:8]2[N:12]=[C:11]([C:13]3[CH:18]=[CH:17][C:16]([C:19]4[CH:24]=[CH:23][CH:22]=[CH:21][C:20]=4[CH3:25])=[C:15]([CH2:26]O)[CH:14]=3)[O:10][N:9]=2)[CH:7]=1.[CH2:30]([N:32](C(C)C)[CH:33](C)C)C.CS(Cl)(=O)=O.CNC, predict the reaction product. The product is: [F:1][C:2]1[CH:3]=[CH:4][C:5]([O:28][CH3:29])=[C:6]([C:8]2[N:12]=[C:11]([C:13]3[CH:18]=[CH:17][C:16]([C:19]4[CH:24]=[CH:23][CH:22]=[CH:21][C:20]=4[CH3:25])=[C:15]([CH2:26][N:32]([CH3:33])[CH3:30])[CH:14]=3)[O:10][N:9]=2)[CH:7]=1. (2) The product is: [N:3]1([C:1]([O:21][CH2:20][CH2:19][N:13]2[CH2:18][CH2:17][O:16][CH2:15][CH2:14]2)=[O:2])[CH:7]=[CH:6][N:5]=[CH:4]1. Given the reactants [C:1](N1C=CN=C1)([N:3]1[CH:7]=[CH:6][N:5]=[CH:4]1)=[O:2].[N:13]1([CH2:19][CH2:20][OH:21])[CH2:18][CH2:17][O:16][CH2:15][CH2:14]1.CCOCC, predict the reaction product. (3) Given the reactants [CH2:1]([NH:3][C:4]1[C:24]([C:25]2[CH:26]=[CH:27][C:28]([O:43][CH3:44])=[C:29]([CH:42]=2)[C:30]([NH:32][C:33]2([C:36]3[N:41]=[CH:40][CH:39]=[CH:38][N:37]=3)[CH2:35][CH2:34]2)=[O:31])=[CH:23][C:7]2[C:8]([C:18]3[NH:19][CH:20]=[CH:21][N:22]=3)=[C:9]([C:11]3[CH:16]=[CH:15][C:14]([F:17])=[CH:13][CH:12]=3)[O:10][C:6]=2[CH:5]=1)[CH3:2].[CH3:45][S:46](Cl)(=[O:48])=[O:47], predict the reaction product. The product is: [CH2:1]([N:3]([C:4]1[C:24]([C:25]2[CH:26]=[CH:27][C:28]([O:43][CH3:44])=[C:29]([CH:42]=2)[C:30]([NH:32][C:33]2([C:36]3[N:41]=[CH:40][CH:39]=[CH:38][N:37]=3)[CH2:35][CH2:34]2)=[O:31])=[CH:23][C:7]2[C:8]([C:18]3[N:19]([S:46]([CH3:45])(=[O:48])=[O:47])[CH:20]=[CH:21][N:22]=3)=[C:9]([C:11]3[CH:12]=[CH:13][C:14]([F:17])=[CH:15][CH:16]=3)[O:10][C:6]=2[CH:5]=1)[S:46]([CH3:45])(=[O:48])=[O:47])[CH3:2]. (4) The product is: [CH3:18][O:17][C:7]1[CH:6]=[C:5]([CH:10]=[CH:9][C:8]=1[C:11]1[CH:16]=[CH:15][N:14]=[CH:13][N:12]=1)[NH2:4]. Given the reactants COC(=O)[NH:4][C:5]1[CH:10]=[CH:9][C:8]([C:11]2[CH:16]=[CH:15][N:14]=[CH:13][N:12]=2)=[C:7]([O:17][CH3:18])[CH:6]=1.CO.[OH-].[Na+], predict the reaction product. (5) Given the reactants [CH:1]([O:8][CH2:9][CH3:10])(OCC)OCC.C(O[C@@H:15]1[C@H:21]2[C@H:22]3[C@H:31]([CH2:32][CH2:33][C@:18]2([CH2:19][CH3:20])[C:17](=[O:35])[CH2:16]1)[C@@H:30]1[C:25](=[CH:26]C(=O)[CH2:28][CH2:29]1)[CH2:24][CH2:23]3)(=O)C.N.C(OCC)(=O)C, predict the reaction product. The product is: [CH2:9]([O:8][C:1]1[CH2:28][CH2:29][C@H:30]2[C:25](=[CH:24][CH2:23][C@@H:22]3[C@@H:31]2[CH2:32][CH2:33][C@@:18]2([CH2:19][CH3:20])[C@H:21]3[CH:15]=[CH:16][C:17]2=[O:35])[CH:26]=1)[CH3:10].